From a dataset of NCI-60 drug combinations with 297,098 pairs across 59 cell lines. Regression. Given two drug SMILES strings and cell line genomic features, predict the synergy score measuring deviation from expected non-interaction effect. (1) Drug 1: CC(C)NC(=O)C1=CC=C(C=C1)CNNC.Cl. Synergy scores: CSS=1.18, Synergy_ZIP=7.10, Synergy_Bliss=3.29, Synergy_Loewe=2.10, Synergy_HSA=0.360. Cell line: NCI/ADR-RES. Drug 2: C1C(C(OC1N2C=NC(=NC2=O)N)CO)O. (2) Drug 1: C1=CC(=CC=C1C#N)C(C2=CC=C(C=C2)C#N)N3C=NC=N3. Drug 2: C1C(C(OC1N2C=NC(=NC2=O)N)CO)O. Cell line: SF-268. Synergy scores: CSS=4.61, Synergy_ZIP=5.01, Synergy_Bliss=0.438, Synergy_Loewe=0.532, Synergy_HSA=-0.648. (3) Drug 1: C1C(C(OC1N2C=NC(=NC2=O)N)CO)O. Drug 2: COCCOC1=C(C=C2C(=C1)C(=NC=N2)NC3=CC=CC(=C3)C#C)OCCOC.Cl. Cell line: T-47D. Synergy scores: CSS=3.05, Synergy_ZIP=1.53, Synergy_Bliss=2.49, Synergy_Loewe=2.24, Synergy_HSA=0.283. (4) Drug 1: C1=NC2=C(N1)C(=S)N=CN2. Drug 2: C1=NNC2=C1C(=O)NC=N2. Cell line: HCT-15. Synergy scores: CSS=29.4, Synergy_ZIP=-4.05, Synergy_Bliss=0.528, Synergy_Loewe=-37.4, Synergy_HSA=-2.34. (5) Drug 1: CC1=CC=C(C=C1)C2=CC(=NN2C3=CC=C(C=C3)S(=O)(=O)N)C(F)(F)F. Drug 2: C(CN)CNCCSP(=O)(O)O. Cell line: SK-MEL-5. Synergy scores: CSS=0.629, Synergy_ZIP=-1.82, Synergy_Bliss=-2.76, Synergy_Loewe=-6.46, Synergy_HSA=-2.44. (6) Drug 1: C1=C(C(=O)NC(=O)N1)F. Drug 2: C1CCC(C(C1)N)N.C(=O)(C(=O)[O-])[O-].[Pt+4]. Cell line: KM12. Synergy scores: CSS=21.9, Synergy_ZIP=-17.8, Synergy_Bliss=-26.3, Synergy_Loewe=-22.2, Synergy_HSA=-21.4. (7) Drug 1: CC1C(C(CC(O1)OC2CC(CC3=C2C(=C4C(=C3O)C(=O)C5=C(C4=O)C(=CC=C5)OC)O)(C(=O)C)O)N)O.Cl. Drug 2: C1=NC2=C(N1)C(=S)N=C(N2)N. Cell line: OVCAR-8. Synergy scores: CSS=45.4, Synergy_ZIP=1.43, Synergy_Bliss=2.13, Synergy_Loewe=-8.84, Synergy_HSA=2.51. (8) Drug 1: CCN(CC)CCNC(=O)C1=C(NC(=C1C)C=C2C3=C(C=CC(=C3)F)NC2=O)C. Drug 2: CCCCC(=O)OCC(=O)C1(CC(C2=C(C1)C(=C3C(=C2O)C(=O)C4=C(C3=O)C=CC=C4OC)O)OC5CC(C(C(O5)C)O)NC(=O)C(F)(F)F)O. Cell line: SF-539. Synergy scores: CSS=48.3, Synergy_ZIP=0.474, Synergy_Bliss=3.17, Synergy_Loewe=0.252, Synergy_HSA=5.60. (9) Cell line: DU-145. Drug 1: CCCS(=O)(=O)NC1=C(C(=C(C=C1)F)C(=O)C2=CNC3=C2C=C(C=N3)C4=CC=C(C=C4)Cl)F. Drug 2: CC1=C(C=C(C=C1)NC(=O)C2=CC=C(C=C2)CN3CCN(CC3)C)NC4=NC=CC(=N4)C5=CN=CC=C5. Synergy scores: CSS=-11.9, Synergy_ZIP=3.68, Synergy_Bliss=-5.20, Synergy_Loewe=-12.4, Synergy_HSA=-11.2.